Dataset: Catalyst prediction with 721,799 reactions and 888 catalyst types from USPTO. Task: Predict which catalyst facilitates the given reaction. (1) Reactant: Br[C:2]1[C:10]2[C:9]([NH:11][C@H:12]([C:14]3[N:19]([C:20]4[CH:25]=[CH:24][CH:23]=[CH:22][CH:21]=4)[C:18](=[O:26])[C:17]4=[CH:27][CH:28]=[CH:29][N:16]4[N:15]=3)[CH3:13])=[N:8][CH:7]=[N:6][C:5]=2[N:4]([CH2:30][O:31][CH2:32][CH2:33][Si:34]([CH3:37])([CH3:36])[CH3:35])[CH:3]=1.CC1(C)C(C)(C)OB([C:46]2[CH:54]=[C:53]([NH:55][S:56]([CH3:59])(=[O:58])=[O:57])[CH:52]=[C:51]3[C:47]=2[CH:48]=[CH:49][NH:50]3)O1.CS(N)(=O)=O.B1(B2OC(C)(C)C(C)(C)O2)OC(C)(C)C(C)(C)O1.C(=O)([O-])[O-].[Na+].[Na+]. Product: [O:26]=[C:18]1[C:17]2=[CH:27][CH:28]=[CH:29][N:16]2[N:15]=[C:14]([C@@H:12]([NH:11][C:9]2[C:10]3[C:2]([C:46]4[CH:54]=[C:53]([NH:55][S:56]([CH3:59])(=[O:57])=[O:58])[CH:52]=[C:51]5[C:47]=4[CH:48]=[CH:49][NH:50]5)=[CH:3][N:4]([CH2:30][O:31][CH2:32][CH2:33][Si:34]([CH3:37])([CH3:36])[CH3:35])[C:5]=3[N:6]=[CH:7][N:8]=2)[CH3:13])[N:19]1[C:20]1[CH:25]=[CH:24][CH:23]=[CH:22][CH:21]=1. The catalyst class is: 235. (2) Reactant: [F:1][C:2]1[CH:7]=[C:6]([F:8])[CH:5]=[CH:4][C:3]=1[N:9]1[C:13](=[O:14])[O:12][C:11]([C:15]2[CH:16]=[C:17]([CH:28]=[CH:29][CH:30]=2)[C:18]([O:20]CC2C=CC=CC=2)=[O:19])=[N:10]1.Br.CCOCC. Product: [F:1][C:2]1[CH:7]=[C:6]([F:8])[CH:5]=[CH:4][C:3]=1[N:9]1[C:13](=[O:14])[O:12][C:11]([C:15]2[CH:16]=[C:17]([CH:28]=[CH:29][CH:30]=2)[C:18]([OH:20])=[O:19])=[N:10]1. The catalyst class is: 15. (3) Reactant: C([O:8][C:9]1[C:18]2[C:13](=[CH:14][CH:15]=[C:16]([C:19]3[CH:24]=[CH:23][CH:22]=[C:21]([O:25][CH3:26])[CH:20]=3)[CH:17]=2)[CH:12]=[C:11]([C:27]2[CH:28]=[N:29][CH:30]=[CH:31][CH:32]=2)[N:10]=1)C1C=CC=CC=1.Cl. The catalyst class is: 8. Product: [CH3:26][O:25][C:21]1[CH:20]=[C:19]([C:16]2[CH:17]=[C:18]3[C:13]([CH:12]=[C:11]([C:27]4[CH:28]=[N:29][CH:30]=[CH:31][CH:32]=4)[N:10]=[C:9]3[OH:8])=[CH:14][CH:15]=2)[CH:24]=[CH:23][CH:22]=1. (4) Reactant: [CH2:1]([N:3]1[CH2:8][CH2:7][N:6]([C:9]2[CH:14]=[CH:13][C:12]([N+:15]([O-])=O)=[CH:11][CH:10]=2)[CH2:5][CH2:4]1)[CH3:2]. Product: [CH2:1]([N:3]1[CH2:4][CH2:5][N:6]([C:9]2[CH:14]=[CH:13][C:12]([NH2:15])=[CH:11][CH:10]=2)[CH2:7][CH2:8]1)[CH3:2]. The catalyst class is: 19. (5) Reactant: [F:1][C:2]1[CH:7]=[CH:6][CH:5]=[C:4]([F:8])[C:3]=1[N:9]1[C:14]2[N:15]=[C:16](S(C)=O)[N:17]=[C:18]([C:19]3[CH:20]=[C:21]([CH:28]=[CH:29][C:30]=3[CH3:31])[C:22]([NH:24][CH:25]([CH3:27])[CH3:26])=[O:23])[C:13]=2[CH2:12][NH:11][C:10]1=[O:35].C(Cl)(Cl)Cl.[CH3:40][N:41]([CH3:47])[CH:42]1[CH2:46][CH2:45][NH:44][CH2:43]1.C(N(CC)C(C)C)(C)C. Product: [F:1][C:2]1[CH:7]=[CH:6][CH:5]=[C:4]([F:8])[C:3]=1[N:9]1[C:14]2[N:15]=[C:16]([N:44]3[CH2:45][CH2:46][CH:42]([N:41]([CH3:47])[CH3:40])[CH2:43]3)[N:17]=[C:18]([C:19]3[CH:20]=[C:21]([CH:28]=[CH:29][C:30]=3[CH3:31])[C:22]([NH:24][CH:25]([CH3:27])[CH3:26])=[O:23])[C:13]=2[CH2:12][NH:11][C:10]1=[O:35]. The catalyst class is: 1. (6) The catalyst class is: 261. Product: [OH:8][C:9]1[CH:14]=[CH:13][C:12]([CH2:15][CH2:16][C:17]([O:19][CH2:20][CH3:21])=[O:18])=[C:11]([CH3:22])[CH:10]=1. Reactant: C([O:8][C:9]1[CH:14]=[CH:13][C:12]([CH:15]=[CH:16][C:17]([O:19][CH2:20][CH3:21])=[O:18])=[C:11]([CH3:22])[CH:10]=1)C1C=CC=CC=1.